This data is from Peptide-MHC class II binding affinity with 134,281 pairs from IEDB. The task is: Regression. Given a peptide amino acid sequence and an MHC pseudo amino acid sequence, predict their binding affinity value. This is MHC class II binding data. (1) The peptide sequence is NQFCIKVLNPYMPTVIE. The MHC is DRB1_0301 with pseudo-sequence DRB1_0301. The binding affinity (normalized) is 0.294. (2) The peptide sequence is KEAIEERVERIKSEY. The MHC is DRB3_0101 with pseudo-sequence DRB3_0101. The binding affinity (normalized) is 0.208.